Dataset: Catalyst prediction with 721,799 reactions and 888 catalyst types from USPTO. Task: Predict which catalyst facilitates the given reaction. (1) Reactant: [I:1][C:2]1[CH:3]=[C:4]([CH:8]=[CH:9][CH:10]=1)[C:5](O)=[O:6].[C:11](N1C=CN=C1)([N:13]1C=CN=C1)=O.CN.C1COCC1.[Cl-].[NH4+]. Product: [I:1][C:2]1[CH:3]=[C:4]([CH:8]=[CH:9][CH:10]=1)[C:5]([NH:13][CH3:11])=[O:6]. The catalyst class is: 3. (2) Reactant: [C:1]([O:9][C@@H:10]1[CH2:15][CH2:14][C@H:13]([N:16]2[CH2:20][CH2:19][C@@:18]3([CH2:25][CH2:24][CH2:23][N:22](C(OCC4C=CC=CC=4)=O)[CH2:21]3)[C:17]2=[O:36])[CH2:12][CH2:11]1)(=[O:8])[C:2]1[CH:7]=[CH:6][CH:5]=[CH:4][CH:3]=1.CO. Product: [C:1]([O:9][C@H:10]1[CH2:15][CH2:14][C@@H:13]([N:16]2[CH2:20][CH2:19][C@@:18]3([CH2:25][CH2:24][CH2:23][NH:22][CH2:21]3)[C:17]2=[O:36])[CH2:12][CH2:11]1)(=[O:8])[C:2]1[CH:3]=[CH:4][CH:5]=[CH:6][CH:7]=1. The catalyst class is: 45.